From a dataset of Forward reaction prediction with 1.9M reactions from USPTO patents (1976-2016). Predict the product of the given reaction. (1) Given the reactants [C:1]1([NH:7][CH2:8][CH2:9][CH2:10][CH2:11][CH2:12][C:13]([O:15][CH3:16])=[O:14])[CH:6]=[CH:5][CH:4]=[CH:3][CH:2]=1.C(=O)([O-])[O-].[K+].[K+].Br[CH2:24][CH:25]([CH2:28][CH2:29][CH2:30][CH3:31])[CH2:26][CH3:27].S([O-])([O-])(=O)=O.[Na+].[Na+], predict the reaction product. The product is: [CH2:26]([CH:25]([CH2:28][CH2:29][CH2:30][CH3:31])[CH2:24][N:7]([C:1]1[CH:6]=[CH:5][CH:4]=[CH:3][CH:2]=1)[CH2:8][CH2:9][CH2:10][CH2:11][CH2:12][C:13]([O:15][CH3:16])=[O:14])[CH3:27]. (2) Given the reactants [F:1][C:2]1[CH:3]=[C:4]([S:8]([C:11]2[CH:19]=[CH:18][C:17]3[N:16]([CH3:20])[C:15]4[CH2:21][CH:22]5[NH:26][CH:25]([C:14]=4[C:13]=3[C:12]=2C(OC(C)(C)C)=O)[CH2:24][CH2:23]5)(=[O:10])=[O:9])[CH:5]=[CH:6][CH:7]=1.[ClH:34], predict the reaction product. The product is: [ClH:34].[F:1][C:2]1[CH:3]=[C:4]([S:8]([C:11]2[CH:12]=[C:13]3[C:17](=[CH:18][CH:19]=2)[N:16]([CH3:20])[C:15]2[CH2:21][CH:22]4[NH:26][CH:25]([C:14]3=2)[CH2:24][CH2:23]4)(=[O:9])=[O:10])[CH:5]=[CH:6][CH:7]=1. (3) The product is: [C:1]1([S:7]([C:10]2[C:11]([CH2:18][C:19]3[C:27]4[C:22](=[CH:23][CH:24]=[C:25]([F:28])[CH:26]=4)[N:21]([CH2:29][C:30]([OH:32])=[O:31])[C:20]=3[CH3:33])=[N:12][CH:13]=[N:14][CH:15]=2)(=[O:8])=[O:9])[CH:2]=[CH:3][CH:4]=[CH:5][CH:6]=1. Given the reactants [C:1]1([S:7]([C:10]2[C:11]([CH2:18][C:19]3[C:27]4[C:22](=[CH:23][CH:24]=[C:25]([F:28])[CH:26]=4)[N:21]([CH2:29][C:30]([OH:32])=[O:31])[C:20]=3[CH3:33])=[N:12][C:13](SC)=[N:14][CH:15]=2)(=[O:9])=[O:8])[CH:6]=[CH:5][CH:4]=[CH:3][CH:2]=1.C(O)C, predict the reaction product. (4) Given the reactants [Br:1][C:2]1[CH:3]=[C:4]2[C:9](=[CH:10][CH:11]=1)[C:8](=[O:12])[NH:7][C:6](=[O:13])/[C:5]/2=[CH:14]\[NH:15][CH2:16][C:17]1[CH:22]=[CH:21][C:20]([OH:23])=[C:19]([OH:24])[CH:18]=1.[CH3:25][O:26][C:27](O[C:27]([O:26][CH3:25])=[O:28])=[O:28], predict the reaction product. The product is: [CH3:25][O:26][C:27](=[O:28])[O:24][C:19]1[CH:18]=[C:17]([CH2:16][NH:15][CH:14]=[C:5]2[C:4]3[C:9](=[CH:10][CH:11]=[C:2]([Br:1])[CH:3]=3)[C:8](=[O:12])[NH:7][C:6]2=[O:13])[CH:22]=[CH:21][C:20]=1[O:23][C:27]([O:26][CH3:25])=[O:28]. (5) Given the reactants [Li+].C[Si]([N-][Si:7]([CH3:10])(C)C)(C)C.Br[CH2:12]/[CH:13]=[CH:14]\[CH2:15][CH3:16].CC=C[CH2:20][CH3:21].[NH:22]1[CH2:26][CH2:25][CH2:24][CH2:23]1.[Li+].[B-](CC)(CC)CC, predict the reaction product. The product is: [SiH:7]([CH2:15][CH3:16])([CH2:20][CH3:21])[CH2:10][CH3:23].[NH:22]1[CH2:26][CH2:25][CH2:24][CH2:23]1.[CH3:12][CH:13]=[CH:14][CH2:15][CH3:16]. (6) Given the reactants [C:1]([BH3-])#N.[Na+].[F:5][C:6]1[CH:11]=[CH:10][C:9]([NH:12][CH:13]2[CH2:18][CH2:17][N:16](C(OC(C)(C)C)=O)[CH2:15][CH2:14]2)=[CH:8][CH:7]=1.C=O.[ClH:28], predict the reaction product. The product is: [ClH:28].[ClH:28].[F:5][C:6]1[CH:7]=[CH:8][C:9]([N:12]([CH3:1])[CH:13]2[CH2:14][CH2:15][NH:16][CH2:17][CH2:18]2)=[CH:10][CH:11]=1. (7) Given the reactants Br[CH2:2][C:3]1[N:8]=[CH:7][C:6]([N:9]([C:17]([O:19][C:20]([CH3:23])([CH3:22])[CH3:21])=[O:18])[C:10]([O:12][C:13]([CH3:16])([CH3:15])[CH3:14])=[O:11])=[CH:5][CH:4]=1.[P:24]([O:31]CC)([O:28][CH2:29][CH3:30])[O:25][CH2:26][CH3:27], predict the reaction product. The product is: [C:13]([O:12][C:10]([N:9]([C:17]([O:19][C:20]([CH3:23])([CH3:22])[CH3:21])=[O:18])[C:6]1[CH:5]=[CH:4][C:3]([CH2:2][P:24](=[O:31])([O:28][CH2:29][CH3:30])[O:25][CH2:26][CH3:27])=[N:8][CH:7]=1)=[O:11])([CH3:16])([CH3:15])[CH3:14].